Dataset: HIV replication inhibition screening data with 41,000+ compounds from the AIDS Antiviral Screen. Task: Binary Classification. Given a drug SMILES string, predict its activity (active/inactive) in a high-throughput screening assay against a specified biological target. (1) The molecule is CC(CCC(C)C(C)(C)C)C1CCC2C3CC(O)C4CC(O)C(O)CC4(C)C3CCC12C. The result is 0 (inactive). (2) The compound is O=C(Nc1ccc(Cl)cc1C(F)(F)F)C(=O)C1CCCS1(=O)=O. The result is 0 (inactive). (3) The compound is CC(C)=CCc1ccc2[nH]c3c(c2c1)C(=O)C(=O)C(C)=C3C(O)C(C)O. The result is 0 (inactive). (4) The result is 0 (inactive). The compound is N#Cc1cccc(C=C2CCc3ccccc3C2=O)c1.